From a dataset of Forward reaction prediction with 1.9M reactions from USPTO patents (1976-2016). Predict the product of the given reaction. (1) Given the reactants [O:1]1[CH2:6][CH2:5][CH:4](CO)[CH2:3][CH2:2]1.Cl[C:10]1[CH:11]=[CH:12][C:13]2[N:14]([C:16]([C:19]3[CH:24]=[CH:23][CH:22]=[C:21]([O:25][C:26]([F:29])([F:28])[F:27])[CH:20]=3)=[CH:17][N:18]=2)[N:15]=1.C[C:31]([O-:34])(C)C.[K+], predict the reaction product. The product is: [O:1]1[CH2:2][CH2:3][CH:4]([O:34][CH2:31][C:10]2[CH:11]=[CH:12][C:13]3[N:14]([C:16]([C:19]4[CH:24]=[CH:23][CH:22]=[C:21]([O:25][C:26]([F:29])([F:28])[F:27])[CH:20]=4)=[CH:17][N:18]=3)[N:15]=2)[CH2:5][CH2:6]1. (2) Given the reactants Br[CH2:2][C:3]1[C:8]([CH3:9])=[CH:7][CH:6]=[CH:5][C:4]=1[N:10]1[C:14](=[O:15])[N:13]([CH3:16])[N:12]=[N:11]1.[F:17][C:18]([F:32])([F:31])[C:19]1[CH:20]=[CH:21][C:22]([N:25]2[CH:29]=[CH:28][C:27]([OH:30])=[N:26]2)=[N:23][CH:24]=1.C(=O)([O-])[O-].[K+].[K+], predict the reaction product. The product is: [CH3:16][N:13]1[C:14](=[O:15])[N:10]([C:4]2[CH:5]=[CH:6][CH:7]=[C:8]([CH3:9])[C:3]=2[CH2:2][O:30][C:27]2[CH:28]=[CH:29][N:25]([C:22]3[CH:21]=[CH:20][C:19]([C:18]([F:32])([F:17])[F:31])=[CH:24][N:23]=3)[N:26]=2)[N:11]=[N:12]1.